The task is: Regression. Given a peptide amino acid sequence and an MHC pseudo amino acid sequence, predict their binding affinity value. This is MHC class I binding data.. This data is from Peptide-MHC class I binding affinity with 185,985 pairs from IEDB/IMGT. The peptide sequence is PVDDGPDDET. The MHC is HLA-A02:01 with pseudo-sequence HLA-A02:01. The binding affinity (normalized) is 0.110.